Predict which catalyst facilitates the given reaction. From a dataset of Catalyst prediction with 721,799 reactions and 888 catalyst types from USPTO. The catalyst class is: 2. Product: [F:1][C:2]1[CH:3]=[CH:4][C:5]([C:8]2[O:9][C:10]3[CH:20]=[C:19]([N+:21]([O-:23])=[O:22])[C:18]([OH:24])=[CH:17][C:11]=3[C:12]=2[C:13]([NH:15][CH3:16])=[O:14])=[CH:6][CH:7]=1. Reactant: [F:1][C:2]1[CH:7]=[CH:6][C:5]([C:8]2[O:9][C:10]3[CH:20]=[C:19]([N+:21]([O-:23])=[O:22])[C:18]([O:24]C(C)C)=[CH:17][C:11]=3[C:12]=2[C:13]([NH:15][CH3:16])=[O:14])=[CH:4][CH:3]=1.ClB(Cl)Cl.